Dataset: Reaction yield outcomes from USPTO patents with 853,638 reactions. Task: Predict the reaction yield, written as a fraction of the theoretical maximum amount of product (1.0 means a 100% yield; for example, 0.34 means a 34% yield). (1) The reactants are [CH:1]([C:3]1[CH:18]=[CH:17][C:6]([O:7][C:8]2[N:9]=[CH:10][C:11]([C:14]([NH2:16])=[O:15])=[N:12][CH:13]=2)=[C:5]([O:19][CH3:20])[CH:4]=1)=O.[O:21]1[CH2:26][CH2:25][CH:24]([CH2:27][CH2:28][NH2:29])[CH2:23][CH2:22]1.[BH4-].[Na+]. The catalyst is CO. The product is [CH3:20][O:19][C:5]1[CH:4]=[C:3]([CH2:1][NH:29][CH2:28][CH2:27][CH:24]2[CH2:25][CH2:26][O:21][CH2:22][CH2:23]2)[CH:18]=[CH:17][C:6]=1[O:7][C:8]1[N:9]=[CH:10][C:11]([C:14]([NH2:16])=[O:15])=[N:12][CH:13]=1. The yield is 0.594. (2) The catalyst is O1CCOCC1.O. The product is [Br:1][C:2]1[C:3]([N:19]([CH3:24])[S:20]([CH3:23])(=[O:21])=[O:22])=[CH:4][C:5]2[O:9][C:8]([C:10]([OH:12])=[O:11])=[C:7]([C:14](=[O:17])[NH:15][CH3:16])[C:6]=2[CH:18]=1. The yield is 0.890. The reactants are [Br:1][C:2]1[C:3]([N:19]([CH3:24])[S:20]([CH3:23])(=[O:22])=[O:21])=[CH:4][C:5]2[O:9][C:8]([C:10]([O:12]C)=[O:11])=[C:7]([C:14](=[O:17])[NH:15][CH3:16])[C:6]=2[CH:18]=1.O[Li].O.